Regression/Classification. Given a drug SMILES string, predict its absorption, distribution, metabolism, or excretion properties. Task type varies by dataset: regression for continuous measurements (e.g., permeability, clearance, half-life) or binary classification for categorical outcomes (e.g., BBB penetration, CYP inhibition). Dataset: hlm. From a dataset of Human liver microsome stability data. (1) The molecule is CNC[C@@H]1Cc2ccccc2[C@@H](c2ccc(Cl)c(Cl)c2)C1. The result is 0 (unstable in human liver microsomes). (2) The compound is CN(C)CCOc1cc(-c2cn[nH]c2)ccc1NC(=O)C1COc2ccc(Cl)cc2C1. The result is 0 (unstable in human liver microsomes).